Dataset: Forward reaction prediction with 1.9M reactions from USPTO patents (1976-2016). Task: Predict the product of the given reaction. (1) Given the reactants B(Br)(Br)Br.C[O:6][C:7]1[CH:8]=[C:9]([C:13]2[NH:17][C:16]([C:18]3[CH:23]=[CH:22][N:21]=[C:20]([N:24]4[CH2:29][CH2:28][N:27]([CH:30]([CH3:32])[CH3:31])[CH2:26][CH2:25]4)[CH:19]=3)=[N:15][CH:14]=2)[CH:10]=[CH:11][CH:12]=1, predict the reaction product. The product is: [OH:6][C:7]1[CH:8]=[C:9]([C:13]2[NH:17][C:16]([C:18]3[CH:23]=[CH:22][N:21]=[C:20]([N:24]4[CH2:25][CH2:26][N:27]([CH:30]([CH3:32])[CH3:31])[CH2:28][CH2:29]4)[CH:19]=3)=[N:15][CH:14]=2)[CH:10]=[CH:11][CH:12]=1. (2) Given the reactants Cl.[F:2][C:3]1[CH:8]=[C:7]([F:9])[CH:6]=[CH:5][C:4]=1[N:10]1[CH:14]([C:15]2[CH:20]=[C:19]([C:21]3[CH2:22][CH2:23][NH:24][CH2:25][CH:26]=3)[CH:18]=[CH:17][C:16]=2[F:27])[CH2:13][C:12]([C:28]([F:34])([F:33])[C:29]([F:32])([F:31])[F:30])=[N:11]1.C(N(CC)CC)C.[CH3:42][S:43](Cl)(=[O:45])=[O:44], predict the reaction product. The product is: [F:2][C:3]1[CH:8]=[C:7]([F:9])[CH:6]=[CH:5][C:4]=1[N:10]1[CH:14]([C:15]2[CH:20]=[C:19]([C:21]3[CH2:22][CH2:23][N:24]([S:43]([CH3:42])(=[O:45])=[O:44])[CH2:25][CH:26]=3)[CH:18]=[CH:17][C:16]=2[F:27])[CH2:13][C:12]([C:28]([F:33])([F:34])[C:29]([F:30])([F:32])[F:31])=[N:11]1. (3) Given the reactants [BH4-].[Na+].[O:3]1[C:7]2[CH:8]=[CH:9][C:10]([CH:12]([C:26]3[C:34]4[C:29](=[CH:30][C:31]([CH:35]=[O:36])=[CH:32][CH:33]=4)[N:28]([CH3:37])[CH:27]=3)[C:13]([NH:15][S:16]([C:19]3[CH:24]=[CH:23][C:22]([CH3:25])=[CH:21][CH:20]=3)(=[O:18])=[O:17])=[O:14])=[CH:11][C:6]=2[O:5][CH2:4]1, predict the reaction product. The product is: [O:3]1[C:7]2[CH:8]=[CH:9][C:10]([CH:12]([C:26]3[C:34]4[C:29](=[CH:30][C:31]([CH2:35][OH:36])=[CH:32][CH:33]=4)[N:28]([CH3:37])[CH:27]=3)[C:13]([NH:15][S:16]([C:19]3[CH:20]=[CH:21][C:22]([CH3:25])=[CH:23][CH:24]=3)(=[O:18])=[O:17])=[O:14])=[CH:11][C:6]=2[O:5][CH2:4]1. (4) Given the reactants [Br:1][C:2]1[C:7](=[O:8])[N:6]([CH2:9][CH2:10][CH2:11][C:12]([O:14]CC)=[O:13])[N:5]=[CH:4][C:3]=1[NH:17][C@@H:18]1[CH2:23][C@@H:22]2[CH2:24][C@@H:20]([C:21]2([CH3:26])[CH3:25])[C@H:19]1[CH3:27].[OH-].[Na+].C(OCC)(=O)C, predict the reaction product. The product is: [Br:1][C:2]1[C:7](=[O:8])[N:6]([CH2:9][CH2:10][CH2:11][C:12]([OH:14])=[O:13])[N:5]=[CH:4][C:3]=1[NH:17][C@@H:18]1[CH2:23][C@@H:22]2[CH2:24][C@@H:20]([C:21]2([CH3:26])[CH3:25])[C@H:19]1[CH3:27]. (5) Given the reactants [OH:1][C:2]1[CH:3]=[N:4][C:5]([C:8]2[CH:9]=[C:10]([CH:15]=[CH:16][CH:17]=2)[C:11]([O:13][CH3:14])=[O:12])=[N:6][CH:7]=1.C1(P(C2C=CC=CC=2)C2C=CC=CC=2)C=CC=CC=1.[CH3:37][N:38]([CH3:43])[CH2:39][CH2:40][CH2:41]O.N(C(OC(C)C)=O)=NC(OC(C)C)=O, predict the reaction product. The product is: [CH3:37][N:38]([CH3:43])[CH2:39][CH2:40][CH2:41][O:1][C:2]1[CH:7]=[N:6][C:5]([C:8]2[CH:9]=[C:10]([CH:15]=[CH:16][CH:17]=2)[C:11]([O:13][CH3:14])=[O:12])=[N:4][CH:3]=1. (6) Given the reactants ClC(Cl)(Cl)C(=N)O[CH:5]([C:13]1[CH:18]=[CH:17][C:16]([Br:19])=[CH:15][CH:14]=1)[C:6]1[CH:11]=[CH:10][C:9]([F:12])=[CH:8][CH:7]=1.[CH3:23][O:24][C:25](=[O:32])[C@H:26]([CH2:28][CH:29]([CH3:31])[CH3:30])[OH:27].C12(CS(O)(=O)=O)C(C)(C)C(CC1)CC2=O, predict the reaction product. The product is: [Br:19][C:16]1[CH:15]=[CH:14][C:13]([CH:5]([C:6]2[CH:11]=[CH:10][C:9]([F:12])=[CH:8][CH:7]=2)[O:27][C@@H:26]([CH2:28][CH:29]([CH3:31])[CH3:30])[C:25]([O:24][CH3:23])=[O:32])=[CH:18][CH:17]=1. (7) Given the reactants Cl[C:2]1[N:3]([CH2:28][CH2:29][CH3:30])[C:4](=[O:27])[C:5]2[NH:6][C:7]([C:11]3[CH:12]=[N:13][N:14]([CH2:16][C:17]4[CH:22]=[CH:21][CH:20]=[C:19]([C:23]([F:26])([F:25])[F:24])[CH:18]=4)[CH:15]=3)=[N:8][C:9]=2[N:10]=1.[Cl-].[CH:32]1([Zn+])[CH2:34][CH2:33]1, predict the reaction product. The product is: [CH:32]1([C:2]2[N:3]([CH2:28][CH2:29][CH3:30])[C:4](=[O:27])[C:5]3[NH:6][C:7]([C:11]4[CH:12]=[N:13][N:14]([CH2:16][C:17]5[CH:22]=[CH:21][CH:20]=[C:19]([C:23]([F:26])([F:25])[F:24])[CH:18]=5)[CH:15]=4)=[N:8][C:9]=3[N:10]=2)[CH2:34][CH2:33]1.